Dataset: Full USPTO retrosynthesis dataset with 1.9M reactions from patents (1976-2016). Task: Predict the reactants needed to synthesize the given product. Given the product [CH3:18][C:16]1[N:17]=[C:12]([CH3:11])[C:13]2[N:14]([CH:2]=[C:3]([CH2:4][C:5]([O:7][CH2:8][CH3:9])=[O:6])[N:19]=2)[CH:15]=1, predict the reactants needed to synthesize it. The reactants are: Cl[CH2:2][C:3](=O)[CH2:4][C:5]([O:7][CH2:8][CH3:9])=[O:6].[CH3:11][C:12]1[C:13]([NH2:19])=[N:14][CH:15]=[C:16]([CH3:18])[N:17]=1.